From a dataset of Forward reaction prediction with 1.9M reactions from USPTO patents (1976-2016). Predict the product of the given reaction. (1) Given the reactants [C:1]([C:4]1[CH:5]=[C:6]2[C:10](=[CH:11][CH:12]=1)[NH:9][C:8]([CH3:13])=[C:7]2[CH2:14][C:15]1[CH:20]=[CH:19][C:18]([C:21](CCCC)=[CH2:22])=[CH:17][C:16]=1[Cl:27])([OH:3])=[O:2].[CH3:28][C:29]1NC2[C:36]([CH:37]=1)=CC=CC=2.ClC1C=C(C(CCCC)=C)C=CC=1CC1C2C(=CC=C(C(OC)=O)C=2)NC=1C, predict the reaction product. The product is: [C:1]([C:4]1[CH:5]=[C:6]2[C:10](=[CH:11][CH:12]=1)[NH:9][C:8]([CH3:13])=[C:7]2[CH2:14][C:15]1[CH:20]=[CH:19][C:18]([CH:21]=[CH:22][CH2:28][CH2:29][CH2:37][CH3:36])=[CH:17][C:16]=1[Cl:27])([OH:3])=[O:2]. (2) Given the reactants [F:1][C:2]([F:7])([F:6])[C:3]([OH:5])=[O:4].[Cl:8][C:9]1[CH:14]=[CH:13][C:12]([C:15]2[CH:20]=[CH:19][C:18]([NH:21][C:22](=[O:42])[C:23]#[C:24][C:25]3[CH:30]=[CH:29][C:28]([C:31]4([NH:34]C(OC(C)(C)C)=O)[CH2:33][CH2:32]4)=[CH:27][CH:26]=3)=[CH:17][CH:16]=2)=[CH:11][CH:10]=1, predict the reaction product. The product is: [F:1][C:2]([F:7])([F:6])[C:3]([OH:5])=[O:4].[Cl:8][C:9]1[CH:14]=[CH:13][C:12]([C:15]2[CH:16]=[CH:17][C:18]([NH:21][C:22](=[O:42])[C:23]#[C:24][C:25]3[CH:30]=[CH:29][C:28]([C:31]4([NH2:34])[CH2:32][CH2:33]4)=[CH:27][CH:26]=3)=[CH:19][CH:20]=2)=[CH:11][CH:10]=1.